Predict the reactants needed to synthesize the given product. From a dataset of Full USPTO retrosynthesis dataset with 1.9M reactions from patents (1976-2016). Given the product [Br:1][C:2]1[CH:8]=[CH:7][C:5]([N:6]2[C:10]([C:9]([O:13][CH2:14][CH3:15])=[O:12])=[CH:28][N:27]=[CH:26]2)=[CH:4][CH:3]=1, predict the reactants needed to synthesize it. The reactants are: [Br:1][C:2]1[CH:8]=[CH:7][C:5]([NH2:6])=[CH:4][CH:3]=1.[C:9]([O:13][CH2:14][CH3:15])(=[O:12])[CH:10]=O.S([CH2:26][N+:27]#[C-:28])(C1C=CC(C)=CC=1)(=O)=O.C(=O)([O-])[O-].[K+].[K+].